Dataset: Forward reaction prediction with 1.9M reactions from USPTO patents (1976-2016). Task: Predict the product of the given reaction. The product is: [CH3:3][N:4]1[C:13]2[CH:12]=[CH:11][CH:10]=[C:9]3[C@@H:14]4[CH2:19][NH:18][CH2:17][CH2:16][C@@H:15]4[N:7]([C:8]=23)[CH2:6][CH2:5]1. Given the reactants [OH-].[K+].[CH3:3][N:4]1[C:13]2[CH:12]=[CH:11][CH:10]=[C:9]3[C@@H:14]4[CH2:19][N:18](C(OCC)=O)[CH2:17][CH2:16][C@@H:15]4[N:7]([C:8]=23)[CH2:6][CH2:5]1, predict the reaction product.